Dataset: Full USPTO retrosynthesis dataset with 1.9M reactions from patents (1976-2016). Task: Predict the reactants needed to synthesize the given product. (1) Given the product [F:11][C:12]([F:23])([F:22])[C:13]1[CH:18]=[C:17]([C:2]2[CH:10]=[CH:9][CH:8]=[C:7]3[C:3]=2[CH:4]=[CH:5][NH:6]3)[CH:16]=[CH:15][CH:14]=1, predict the reactants needed to synthesize it. The reactants are: Br[C:2]1[CH:10]=[CH:9][CH:8]=[C:7]2[C:3]=1[CH:4]=[CH:5][NH:6]2.[F:11][C:12]([F:23])([F:22])[C:13]1[CH:14]=[C:15](B(O)O)[CH:16]=[CH:17][CH:18]=1.[OH-].[Na+]. (2) Given the product [CH:13]1([CH:2]([C:3]2[CH:8]=[CH:7][CH:6]=[C:5]([C:9]([F:12])([F:11])[F:10])[CH:4]=2)[N:18]2[CH2:19][CH2:20][NH:21][CH2:22][C@H:17]2[CH3:16])[CH2:15][CH2:14]1, predict the reactants needed to synthesize it. The reactants are: Cl[CH:2]([CH:13]1[CH2:15][CH2:14]1)[C:3]1[CH:8]=[CH:7][CH:6]=[C:5]([C:9]([F:12])([F:11])[F:10])[CH:4]=1.[CH3:16][C@@H:17]1[CH2:22][NH:21][CH2:20][CH2:19][NH:18]1. (3) The reactants are: [CH3:1][N:2]([CH3:17])[CH2:3][CH2:4][O:5][C:6]1[CH:11]=[CH:10][C:9](B(O)O)=[CH:8][C:7]=1[CH:15]=[O:16].[Br:18][C:19]1[CH:24]=[CH:23][CH:22]=[CH:21][C:20]=1I. Given the product [Br:18][C:19]1[CH:24]=[CH:23][CH:22]=[CH:21][C:20]=1[C:9]1[CH:10]=[CH:11][C:6]([O:5][CH2:4][CH2:3][N:2]([CH3:17])[CH3:1])=[C:7]([CH:15]=[O:16])[CH:8]=1, predict the reactants needed to synthesize it. (4) Given the product [CH2:9]([O:8][C:6]([C:3]1([NH:2][S:22]([C:25]2[CH:26]=[C:27]([CH:37]=[CH:38][CH:39]=2)[C:28]([O:30][CH2:31][CH2:32][Si:33]([CH3:34])([CH3:35])[CH3:36])=[O:29])(=[O:23])=[O:24])[CH2:5][CH2:4]1)=[O:7])[CH3:10], predict the reactants needed to synthesize it. The reactants are: Cl.[NH2:2][C:3]1([C:6]([O:8][CH2:9][CH3:10])=[O:7])[CH2:5][CH2:4]1.C(N(CC)CC)C.ClCCl.Cl[S:22]([C:25]1[CH:26]=[C:27]([CH:37]=[CH:38][CH:39]=1)[C:28]([O:30][CH2:31][CH2:32][Si:33]([CH3:36])([CH3:35])[CH3:34])=[O:29])(=[O:24])=[O:23].